Dataset: Forward reaction prediction with 1.9M reactions from USPTO patents (1976-2016). Task: Predict the product of the given reaction. (1) Given the reactants Cl[C:2]1[N:10]2[C:6](=[N:7][C:8]3[CH:14]=[CH:13][CH:12]=[CH:11][C:9]=32)[C:5]([C:15]#[N:16])=[C:4]([CH3:17])[C:3]=1[C:18]1[CH:23]=[CH:22][CH:21]=[CH:20][CH:19]=1.[C:24]([O:28][C:29]([NH:31][CH:32]1[CH2:36][CH2:35][C:34]([Sn](CCCC)(CCCC)CCCC)=[CH:33]1)=[O:30])([CH3:27])([CH3:26])[CH3:25].C(C1C=C(C)C=C(C(C)(C)C)C=1O)(C)(C)C, predict the reaction product. The product is: [C:24]([O:28][C:29]([NH:31][CH:32]1[CH2:36][CH2:35][C:34]([C:2]2[N:10]3[C:6](=[N:7][C:8]4[CH:14]=[CH:13][CH:12]=[CH:11][C:9]=43)[C:5]([C:15]#[N:16])=[C:4]([CH3:17])[C:3]=2[C:18]2[CH:19]=[CH:20][CH:21]=[CH:22][CH:23]=2)=[CH:33]1)=[O:30])([CH3:27])([CH3:25])[CH3:26]. (2) Given the reactants C(N(C(C)C)CC)(C)C.[NH2:10][CH2:11][CH2:12][CH2:13][CH2:14][NH:15][C:16]([NH:18][C:19]1[NH:20][C:21]([CH3:26])=[CH:22][C:23](=[O:25])[N:24]=1)=[O:17].[N:27]1[C:34]([Cl:35])=[N:33][C:31](Cl)=[N:30][C:28]=1[Cl:29], predict the reaction product. The product is: [Cl:29][C:28]1[N:27]=[C:34]([Cl:35])[N:33]=[C:31]([NH:10][CH2:11][CH2:12][CH2:13][CH2:14][NH:15][C:16]([NH:18][C:19]2[NH:20][C:21]([CH3:26])=[CH:22][C:23](=[O:25])[N:24]=2)=[O:17])[N:30]=1. (3) Given the reactants [C:1]([C:3]1[CH:8]=[CH:7][CH:6]=[C:5]([F:9])[C:4]=1[N:10]1[CH:14]=[C:13]([C:15]([O:17][CH2:18][CH3:19])=[O:16])[C:12]([CH3:20])=[N:11]1)#[N:2].[NH:21]1[CH:25]=[CH:24]C=N1.[CH2:26](N)CN.P12(SP3(SP(SP(S3)(S1)=S)(=S)S2)=S)=S, predict the reaction product. The product is: [F:9][C:5]1[CH:6]=[CH:7][CH:8]=[C:3]([C:1]2[N:21]([CH3:26])[CH2:25][CH2:24][N:2]=2)[C:4]=1[N:10]1[CH:14]=[C:13]([C:15]([O:17][CH2:18][CH3:19])=[O:16])[C:12]([CH3:20])=[N:11]1. (4) Given the reactants Cl[C:2]1[N:7]=[CH:6][N:5]=[C:4]([N:8]2[CH2:13][CH2:12][O:11][CH2:10][CH2:9]2)[CH:3]=1.O.[NH2:15][NH2:16], predict the reaction product. The product is: [NH:15]([C:2]1[N:7]=[CH:6][N:5]=[C:4]([N:8]2[CH2:13][CH2:12][O:11][CH2:10][CH2:9]2)[CH:3]=1)[NH2:16]. (5) Given the reactants [Si]([O:8][C@@H:9]1[CH2:13][C:12](=[O:14])[N:11]([C:15]2[CH:22]=[CH:21][C:18]([C:19]#[N:20])=[C:17]([Cl:23])[C:16]=2[CH3:24])[C@H:10]1[CH2:25][CH3:26])(C(C)(C)C)(C)C.CO.Cl.C(=O)([O-])O.[Na+], predict the reaction product. The product is: [Cl:23][C:17]1[C:16]([CH3:24])=[C:15]([N:11]2[C:12](=[O:14])[CH2:13][C@@H:9]([OH:8])[C@@H:10]2[CH2:25][CH3:26])[CH:22]=[CH:21][C:18]=1[C:19]#[N:20]. (6) Given the reactants Cl[C:2]1[C:10]2[C:5](=[N:6][CH:7]=[CH:8][C:9]=2[O:11][C:12]2[CH:17]=[CH:16][C:15]([Cl:18])=[CH:14][CH:13]=2)[N:4]([CH2:19][O:20][CH2:21][CH2:22][Si:23]([CH3:26])([CH3:25])[CH3:24])[CH:3]=1.[NH2:27][C@@H:28]1[CH2:32][CH2:31][N:30]([C:33]([O:35][C:36]([CH3:39])([CH3:38])[CH3:37])=[O:34])[CH2:29]1.CC(C1C=C(C(C)C)C(C2C=CC=CC=2P(C2CCCCC2)C2CCCCC2)=C(C(C)C)C=1)C.C([O-])([O-])=O.[K+].[K+], predict the reaction product. The product is: [Cl:18][C:15]1[CH:16]=[CH:17][C:12]([O:11][C:9]2[CH:8]=[CH:7][N:6]=[C:5]3[N:4]([CH2:19][O:20][CH2:21][CH2:22][Si:23]([CH3:26])([CH3:25])[CH3:24])[CH:3]=[C:2]([NH:27][C@@H:28]4[CH2:32][CH2:31][N:30]([C:33]([O:35][C:36]([CH3:39])([CH3:38])[CH3:37])=[O:34])[CH2:29]4)[C:10]=23)=[CH:13][CH:14]=1. (7) Given the reactants [CH:1]1([C:4]2[CH:13]=[C:12]3[C:7]([NH:8][C:9](=[O:23])[C:10]4[N:11]3[C:14]([CH:17]3[CH2:22][CH2:21][O:20][CH2:19][CH2:18]3)=[N:15][N:16]=4)=[CH:6][C:5]=2[C:24]([OH:26])=O)[CH2:3][CH2:2]1.BrC1C=C2C(NC(=O)C3N2C(C2CCOCC2)=NN=3)=CC=1C(O)=O.[CH2:51]1[C:59]2[C:54](=[CH:55][CH:56]=[CH:57][CH:58]=2)[CH2:53][NH:52]1.C(N(C(C)C)CC)(C)C.F[P-](F)(F)(F)(F)F.N1(OC(N(C)C)=[N+](C)C)C2N=CC=CC=2N=N1.C(=O)([O-])O.[Na+], predict the reaction product. The product is: [CH:1]1([C:4]2[CH:13]=[C:12]3[C:7]([NH:8][C:9](=[O:23])[C:10]4[N:11]3[C:14]([CH:17]3[CH2:18][CH2:19][O:20][CH2:21][CH2:22]3)=[N:15][N:16]=4)=[CH:6][C:5]=2[C:24]([N:52]2[CH2:53][C:54]3[C:59](=[CH:58][CH:57]=[CH:56][CH:55]=3)[CH2:51]2)=[O:26])[CH2:2][CH2:3]1.